Predict the product of the given reaction. From a dataset of Forward reaction prediction with 1.9M reactions from USPTO patents (1976-2016). (1) Given the reactants [Cl:1][C:2]1[CH:7]=[CH:6][C:5]([C:8]2([C:14](=[O:16])[CH3:15])[CH2:13][CH2:12][NH:11][CH2:10][CH2:9]2)=[CH:4][CH:3]=1.C(N(CC)CC)C.[C:24](O[C:24]([O:26][C:27]([CH3:30])([CH3:29])[CH3:28])=[O:25])([O:26][C:27]([CH3:30])([CH3:29])[CH3:28])=[O:25], predict the reaction product. The product is: [C:27]([O:26][C:24]([N:11]1[CH2:12][CH2:13][C:8]([C:14](=[O:16])[CH3:15])([C:5]2[CH:6]=[CH:7][C:2]([Cl:1])=[CH:3][CH:4]=2)[CH2:9][CH2:10]1)=[O:25])([CH3:30])([CH3:29])[CH3:28]. (2) Given the reactants [Cl:1][CH:2]([CH3:17])[C:3]([C:5]1[C:6]([CH:14]([CH3:16])[CH3:15])=[N:7][N:8]2[CH:13]=[CH:12][CH:11]=[CH:10][C:9]=12)=[O:4].[CH:18]1([NH2:21])[CH2:20][CH2:19]1.[Na+].[I-], predict the reaction product. The product is: [ClH:1].[CH:18]1([NH:21][CH:2]([CH3:17])[C:3]([C:5]2[C:6]([CH:14]([CH3:16])[CH3:15])=[N:7][N:8]3[CH:13]=[CH:12][CH:11]=[CH:10][C:9]=23)=[O:4])[CH2:20][CH2:19]1. (3) Given the reactants [C:1]([C:5]1[N:9]([CH2:10][CH:11]2[CH2:16][CH2:15][O:14][CH2:13][CH2:12]2)[C:8]2[CH:17]=[CH:18][C:19]([S:21](Cl)(=[O:23])=[O:22])=[CH:20][C:7]=2[N:6]=1)([CH3:4])([CH3:3])[CH3:2].[NH:25]1[CH2:30][CH2:29][CH:28]([C:31]([O:33][CH3:34])=[O:32])[CH2:27][CH2:26]1, predict the reaction product. The product is: [C:1]([C:5]1[N:9]([CH2:10][CH:11]2[CH2:16][CH2:15][O:14][CH2:13][CH2:12]2)[C:8]2[CH:17]=[CH:18][C:19]([S:21]([N:25]3[CH2:30][CH2:29][CH:28]([C:31]([O:33][CH3:34])=[O:32])[CH2:27][CH2:26]3)(=[O:23])=[O:22])=[CH:20][C:7]=2[N:6]=1)([CH3:4])([CH3:3])[CH3:2]. (4) Given the reactants [CH3:1][O:2][C:3]1[CH:11]=[CH:10][C:6]([C:7]([OH:9])=[O:8])=[CH:5][CH:4]=1.[Cl:12]N1C(=O)CCC1=O, predict the reaction product. The product is: [Cl:12][C:4]1[CH:5]=[C:6]([CH:10]=[CH:11][C:3]=1[O:2][CH3:1])[C:7]([OH:9])=[O:8]. (5) Given the reactants [CH2:1](Br)[C:2]1[CH:7]=[CH:6][CH:5]=[CH:4][CH:3]=1.C([O-])([O-])=O.[K+].[K+].[NH:15]1[CH2:22][CH2:21][CH2:20][CH:16]1[C:17]([OH:19])=[O:18], predict the reaction product. The product is: [CH2:1]([N:15]1[CH2:22][CH2:21][CH2:20][C@H:16]1[C:17]([O:19][CH2:1][C:2]1[CH:7]=[CH:6][CH:5]=[CH:4][CH:3]=1)=[O:18])[C:2]1[CH:7]=[CH:6][CH:5]=[CH:4][CH:3]=1. (6) Given the reactants [Cl:1][C:2]1[CH:8]=[CH:7][C:6]([SH:9])=[CH:5][C:3]=1[NH2:4].[CH2:10](Br)[C:11]1[CH:16]=[CH:15][CH:14]=[CH:13][CH:12]=1.C(=O)([O-])[O-].[K+].[K+].O, predict the reaction product. The product is: [CH2:10]([S:9][C:6]1[CH:7]=[CH:8][C:2]([Cl:1])=[C:3]([CH:5]=1)[NH2:4])[C:11]1[CH:16]=[CH:15][CH:14]=[CH:13][CH:12]=1.